Dataset: Catalyst prediction with 721,799 reactions and 888 catalyst types from USPTO. Task: Predict which catalyst facilitates the given reaction. (1) Reactant: [N+:1]([C:4]1[CH:5]=[N:6][C:7]([O:10][CH2:11][CH2:12][CH2:13][N:14]2[CH2:19][CH2:18][CH2:17][CH2:16][CH2:15]2)=[N:8][CH:9]=1)([O-])=O. Product: [NH2:1][C:4]1[CH:5]=[N:6][C:7]([O:10][CH2:11][CH2:12][CH2:13][N:14]2[CH2:19][CH2:18][CH2:17][CH2:16][CH2:15]2)=[N:8][CH:9]=1. The catalyst class is: 5. (2) Reactant: [C:1]([F:18])([F:17])([O:6][C:7]([F:16])([F:15])[C:8]([S:11]([OH:14])(=[O:13])=[O:12])([F:10])[F:9])[C:2]([F:5])([F:4])[F:3].[OH-].[Li+:20]. Product: [F:18][C:1]([F:17])([O:6][C:7]([F:15])([F:16])[C:8]([F:9])([F:10])[S:11]([O-:14])(=[O:13])=[O:12])[C:2]([F:5])([F:4])[F:3].[Li+:20]. The catalyst class is: 6. (3) Reactant: [Br:1][C:2]1[CH:7]=[CH:6][C:5]([NH:8][C:9](=[O:18])[CH:10]=[CH:11]C2C=CC=CC=2)=[CH:4][CH:3]=1.[Al+3].[Cl-].[Cl-].[Cl-]. Product: [Br:1][C:2]1[CH:3]=[C:4]2[C:5](=[CH:6][CH:7]=1)[NH:8][C:9](=[O:18])[CH:10]=[CH:11]2. The catalyst class is: 159. (4) Reactant: [F:1][C:2]([F:47])([F:46])[C:3]1[CH:4]=[C:5]([C@H:13]2[O:17][C:16](=[O:18])[N:15]([CH2:19][C:20]3[CH:25]=[C:24]([C:26]([F:29])([F:28])[F:27])[CH:23]=[CH:22][C:21]=3[C:30]3[CH:34]=[CH:33][N:32]([Si](C(C)C)(C(C)C)C(C)C)[CH:31]=3)[C@H:14]2[CH3:45])[CH:6]=[C:7]([C:9]([F:12])([F:11])[F:10])[CH:8]=1.CCCC[N+](CCCC)(CCCC)CCCC.[F-]. Product: [F:47][C:2]([F:1])([F:46])[C:3]1[CH:4]=[C:5]([C@H:13]2[O:17][C:16](=[O:18])[N:15]([CH2:19][C:20]3[CH:25]=[C:24]([C:26]([F:29])([F:28])[F:27])[CH:23]=[CH:22][C:21]=3[C:30]3[CH:34]=[CH:33][NH:32][CH:31]=3)[C@H:14]2[CH3:45])[CH:6]=[C:7]([C:9]([F:12])([F:11])[F:10])[CH:8]=1. The catalyst class is: 1. (5) Reactant: [F:1][C:2]1[CH:7]=[CH:6][CH:5]=[C:4]([F:8])[C:3]=1[C:9]1[NH:10][C:11]2[C:16]([CH:17]=1)=[CH:15][C:14](B1OC(C)(C)C(C)(C)O1)=[CH:13][CH:12]=2.[CH3:27][C:28]1[S:32][C:31]([C:33]2[CH:38]=[N:37][CH:36]=[CH:35][N:34]=2)=[N:30][C:29]=1OS(C(F)(F)F)(=O)=O.C(=O)([O-])[O-].[K+].[K+].O1CCOCC1. Product: [F:8][C:4]1[CH:5]=[CH:6][CH:7]=[C:2]([F:1])[C:3]=1[C:9]1[NH:10][C:11]2[C:16]([CH:17]=1)=[CH:15][C:14]([C:29]1[N:30]=[C:31]([C:33]3[CH:38]=[N:37][CH:36]=[CH:35][N:34]=3)[S:32][C:28]=1[CH3:27])=[CH:13][CH:12]=2. The catalyst class is: 263. (6) Product: [CH:2]1[CH:1]=[N:10][C:9]2[C:4]([N:3]=1)=[CH:5][C:6]1[CH:13]3[CH2:14][NH:15][CH2:16][CH:11]([C:7]=1[CH:8]=2)[CH2:12]3.[C:22]([C@@H:20]([C@H:18]([C:17]([O-:26])=[O:25])[OH:19])[OH:21])([O-:24])=[O:23]. Reactant: [CH:1]1[CH:2]=[N:3][C:4]2[C:9]([N:10]=1)=[CH:8][C:7]1[CH:11]3[CH2:16][NH:15][CH2:14][CH:13]([C:6]=1[CH:5]=2)[CH2:12]3.[C:17]([OH:26])(=[O:25])[C@@H:18]([C@H:20]([C:22]([OH:24])=[O:23])[OH:21])[OH:19]. The catalyst class is: 95. (7) Reactant: C(OP(OCC)(O[CH:7]([CH3:16])/[CH:8]=[C:9](\[CH3:15])/[C:10]([O:12][CH2:13][CH3:14])=[O:11])=O)C.[CH2:20]([NH2:27])[C:21]1[CH:26]=[CH:25][CH:24]=[CH:23][CH:22]=1.CCOC(C)=O.CCCCCCC. Product: [NH3:27].[CH2:20]([NH:27][CH:7]([CH3:16])/[CH:8]=[C:9](\[CH3:15])/[C:10]([O:12][CH2:13][CH3:14])=[O:11])[C:21]1[CH:26]=[CH:25][CH:24]=[CH:23][CH:22]=1. The catalyst class is: 707. (8) Reactant: [Br:1][C:2]1[C:7]([C:8](OC)=[O:9])=[CH:6][C:5]([NH:12][C:13]([NH:15][CH2:16][CH2:17][CH3:18])=[O:14])=[N:4][CH:3]=1.[NH3:19]. Product: [Br:1][C:2]1[C:7]([C:8]([NH2:19])=[O:9])=[CH:6][C:5]([NH:12][C:13]([NH:15][CH2:16][CH2:17][CH3:18])=[O:14])=[N:4][CH:3]=1. The catalyst class is: 5.